From a dataset of Catalyst prediction with 721,799 reactions and 888 catalyst types from USPTO. Predict which catalyst facilitates the given reaction. (1) Reactant: [I-].C[N+]1[CH:7]=[CH:6][N:5]([C:8](/[N:10]=[C:11]2\[S:12][C:13]([CH3:26])=[CH:14][N:15]\2[C:16]2[CH:21]=[CH:20][C:19]([C:22]([F:25])([F:24])[F:23])=[CH:18][CH:17]=2)=[O:9])C=1.[CH:27](N(C(C)C)CC)(C)C.CC(N)C. Product: [CH:6]([NH:5][C:8](/[N:10]=[C:11]1\[S:12][C:13]([CH3:26])=[CH:14][N:15]\1[C:16]1[CH:21]=[CH:20][C:19]([C:22]([F:24])([F:23])[F:25])=[CH:18][CH:17]=1)=[O:9])([CH3:27])[CH3:7]. The catalyst class is: 10. (2) Reactant: [CH3:1][C@H:2]1[CH2:6][CH2:5][CH2:4][N:3]1[C:7]([C:9]1[N:17]2[C:12]([CH2:13][O:14][CH2:15][CH2:16]2)=[C:11]([C:18](O)=[O:19])[CH:10]=1)=[O:8].ON1C2C=CC=CC=2N=N1.Cl.C(N=C=NCCCN(C)C)C.Cl.[NH2:44][C@@H:45]([C:48]1[CH:55]=[CH:54][C:51]([C:52]#[N:53])=[C:50]([Cl:56])[CH:49]=1)[CH2:46][CH3:47].C(N(CC)CC)C. Product: [Cl:56][C:50]1[CH:49]=[C:48]([C@H:45]([NH:44][C:18]([C:11]2[CH:10]=[C:9]([C:7]([N:3]3[CH2:4][CH2:5][CH2:6][C@@H:2]3[CH3:1])=[O:8])[N:17]3[CH2:16][CH2:15][O:14][CH2:13][C:12]=23)=[O:19])[CH2:46][CH3:47])[CH:55]=[CH:54][C:51]=1[C:52]#[N:53]. The catalyst class is: 9. (3) Product: [OH:4][C@H:5]1[C:9]2[N:10]=[CH:11][N:12]=[C:13]([N:14]3[CH2:19][CH2:18][N:17]([C:20]([O:22][C:23]([CH3:26])([CH3:25])[CH3:24])=[O:21])[CH2:16][CH2:15]3)[C:8]=2[C@H:7]([CH3:27])[CH2:6]1. The catalyst class is: 1. Reactant: C([O:4][C@H:5]1[C:9]2[N:10]=[CH:11][N:12]=[C:13]([N:14]3[CH2:19][CH2:18][N:17]([C:20]([O:22][C:23]([CH3:26])([CH3:25])[CH3:24])=[O:21])[CH2:16][CH2:15]3)[C:8]=2[C@H:7]([CH3:27])[CH2:6]1)(=O)C.[Li+].[OH-]. (4) Reactant: [C:1]([OH:5])(=[O:4])[CH:2]=[CH2:3].[C:6]([O:10][CH2:11][CH2:12][CH2:13][CH2:14][CH2:15][CH2:16][CH2:17][CH2:18][CH2:19][CH2:20][CH2:21][CH2:22][CH2:23][CH2:24][CH2:25][CH2:26][CH2:27][CH3:28])(=[O:9])[CH:7]=[CH2:8].N(C(C)(CC(C)C)C#N)=NC(C)(CC(C)C)C#N. Product: [C:1]([OH:5])(=[O:4])[CH:2]=[CH2:3].[C:6]([O:10][CH2:11][CH2:12][CH2:13][CH2:14][CH2:15][CH2:16][CH2:17][CH2:18][CH2:19][CH2:20][CH2:21][CH2:22][CH2:23][CH2:24][CH2:25][CH2:26][CH2:27][CH3:28])(=[O:9])[CH:7]=[CH2:8]. The catalyst class is: 32.